Dataset: Catalyst prediction with 721,799 reactions and 888 catalyst types from USPTO. Task: Predict which catalyst facilitates the given reaction. (1) Reactant: [N:1]1(CC[CH2:3][C:2]([N:1]2CC[CH:15]([C:18]([OH:20])=O)CC2)=O)[CH2:15][CH2:18][O:20][CH2:3][CH2:2]1.C1(N=C=N[CH:30]2[CH2:35][CH2:34]CCC2)CCCCC1.[CH3:36]N(C)C=O. Product: [C:2](#[N:1])[CH3:3].[CH:18]([O:20][CH:35]([CH3:34])[CH3:30])([CH3:15])[CH3:36]. The catalyst class is: 277. (2) Reactant: [NH2:1][C:2]1[C:3]2[N:11]=[C:10]([C:12]3[CH:13]=[C:14]([CH:18]=[C:19]([F:21])[CH:20]=3)[C:15]([OH:17])=O)[CH:9]=[CH:8][C:4]=2[N:5]=[CH:6][N:7]=1.C[NH:23][CH2:24][CH2:25][NH:26][CH3:27].[CH3:28]N(C(ON1N=NC2C=CC=NC1=2)=[N+](C)C)C.F[P-](F)(F)(F)(F)F.CCN(C(C)C)C(C)C. Product: [NH2:1][C:2]1[C:3]2[N:11]=[C:10]([C:12]3[CH:13]=[C:14]([CH:18]=[C:19]([F:21])[CH:20]=3)[C:15]([NH:23][CH2:24][CH2:25][N:26]([CH3:27])[CH3:28])=[O:17])[CH:9]=[CH:8][C:4]=2[N:5]=[CH:6][N:7]=1. The catalyst class is: 3. (3) Reactant: [Cl:1][C:2]1[N:11]=[CH:10][C:9]2[NH:8][C:7](=[O:12])[C:6](=[O:13])[N:5]([CH2:14][CH2:15][CH:16]([CH3:18])[CH3:17])[C:4]=2[N:3]=1.C(N(CC)CC)C.[C:26]1(B(O)O)[CH:31]=[CH:30][CH:29]=[CH:28][CH:27]=1. Product: [Cl:1][C:2]1[N:11]=[CH:10][C:9]2[N:8]([C:26]3[CH:31]=[CH:30][CH:29]=[CH:28][CH:27]=3)[C:7](=[O:12])[C:6](=[O:13])[N:5]([CH2:14][CH2:15][CH:16]([CH3:18])[CH3:17])[C:4]=2[N:3]=1. The catalyst class is: 221. (4) Reactant: [CH2:1]([C:3]1[CH:4]=[C:5]([C:20]2[CH:25]=[CH:24][C:23]([F:26])=[CH:22][CH:21]=2)[CH:6]=[CH:7][C:8]=1[CH:9]1[C:14](=[O:15])[CH:13]([CH3:16])[O:12][C:11]([CH3:18])([CH3:17])[C:10]1=[O:19])[CH3:2].C(N(CC)CC)C.[C:34](Cl)(=[O:36])[CH3:35]. Product: [CH2:1]([C:3]1[CH:4]=[C:5]([C:20]2[CH:25]=[CH:24][C:23]([F:26])=[CH:22][CH:21]=2)[CH:6]=[CH:7][C:8]=1[C:9]1[C:14](=[O:15])[CH:13]([CH3:16])[O:12][C:11]([CH3:18])([CH3:17])[C:10]=1[O:19][C:34](=[O:36])[CH3:35])[CH3:2]. The catalyst class is: 46. (5) Reactant: C[O:2][C:3](=[O:34])[CH2:4][CH2:5][CH2:6][CH2:7][CH2:8][NH:9][C:10]1[C:11]2[C:18]([C:19]3[CH:24]=[CH:23][C:22]([O:25][CH3:26])=[CH:21][CH:20]=3)=[C:17]([C:27]3[CH:32]=[CH:31][CH:30]=[CH:29][C:28]=3[CH3:33])[O:16][C:12]=2[N:13]=[CH:14][N:15]=1.[OH-].[Na+].Cl.C(OC)(=O)C. The catalyst class is: 12. Product: [CH3:26][O:25][C:22]1[CH:23]=[CH:24][C:19]([C:18]2[C:11]3[C:10]([NH:9][CH2:8][CH2:7][CH2:6][CH2:5][CH2:4][C:3]([OH:34])=[O:2])=[N:15][CH:14]=[N:13][C:12]=3[O:16][C:17]=2[C:27]2[CH:32]=[CH:31][CH:30]=[CH:29][C:28]=2[CH3:33])=[CH:20][CH:21]=1. (6) Reactant: [ClH:1].[NH2:2][CH2:3][CH:4]1[CH2:13][CH2:12][C:11]2[C:6](=[CH:7][CH:8]=[CH:9][CH:10]=2)[O:5]1.C[O-].[Na+].[F:17][C:18]1[CH:23]=[CH:22][C:21]([C:24]2[CH:25]=[C:26]([CH:30]=O)[CH:27]=[N:28][CH:29]=2)=[CH:20][CH:19]=1.[BH4-].[Na+].Cl. Product: [ClH:1].[F:17][C:18]1[CH:19]=[CH:20][C:21]([C:24]2[CH:25]=[C:26]([CH2:30][NH:2][CH2:3][CH:4]3[CH2:13][CH2:12][C:11]4[C:6](=[CH:7][CH:8]=[CH:9][CH:10]=4)[O:5]3)[CH:27]=[N:28][CH:29]=2)=[CH:22][CH:23]=1. The catalyst class is: 24. (7) Reactant: [Cl-:1].[CH3:2][N:3]1[CH:7]=[CH:6][N+:5]([CH3:8])=[C:4]1/[N:9]=[N:10]/[C:11]1[CH:16]=[CH:15][C:14]([N:17]2[CH2:22][CH2:21][NH:20][CH2:19][CH2:18]2)=[CH:13][CH:12]=1.Br[CH2:24][CH2:25][CH2:26][CH2:27][CH2:28][CH2:29]Br.C(=O)([O-])[O-].[K+].[K+]. Product: [Cl-:1].[CH3:8][N:5]1[CH:6]=[CH:7][N+:3]([CH3:2])=[C:4]1/[N:9]=[N:10]/[C:11]1[CH:12]=[CH:13][C:14]([N:17]2[CH2:18][CH2:19][N:20]([CH2:24][CH2:25][CH2:26][CH2:27][CH2:28][CH2:29][N:20]3[CH2:21][CH2:22][N:17]([C:14]4[CH:15]=[CH:16][C:11](/[N:10]=[N:9]/[C:4]5[N:5]([CH3:8])[CH:6]=[CH:7][N+:3]=5[CH3:2])=[CH:12][CH:13]=4)[CH2:18][CH2:19]3)[CH2:21][CH2:22]2)=[CH:15][CH:16]=1.[Cl-:1]. The catalyst class is: 3. (8) Reactant: C[O:2][C:3](=O)[CH:4]([C:9]1[CH:14]=[CH:13][C:12]([C:15]([F:18])([F:17])[F:16])=[CH:11][C:10]=1[N+:19]([O-])=O)C(OC)=O. Product: [F:16][C:15]([F:18])([F:17])[C:12]1[CH:11]=[C:10]2[C:9]([CH2:4][C:3](=[O:2])[NH:19]2)=[CH:14][CH:13]=1. The catalyst class is: 126. (9) Reactant: [F:1][C:2]1[CH:3]=[C:4]([C:8]2[O:12][N:11]=[CH:10][C:9]=2[C:13]([OH:15])=O)[CH:5]=[CH:6][CH:7]=1.[C:16]1([CH:22]2[CH2:26][CH2:25][NH:24][CH2:23]2)[CH:21]=[CH:20][CH:19]=[CH:18][CH:17]=1.F[B-](F)(F)F.N1(OC(N(C)C)=[N+](C)C)C2C=CC=CC=2N=N1.C(N(C(C)C)CC)(C)C. Product: [F:1][C:2]1[CH:3]=[C:4]([C:8]2[O:12][N:11]=[CH:10][C:9]=2[C:13]([N:24]2[CH2:25][CH2:26][CH:22]([C:16]3[CH:21]=[CH:20][CH:19]=[CH:18][CH:17]=3)[CH2:23]2)=[O:15])[CH:5]=[CH:6][CH:7]=1. The catalyst class is: 9. (10) Reactant: [NH2:1][C:2]1[C:3]([Cl:8])=[N:4][CH:5]=[CH:6][CH:7]=1.[F:9][C:10]1[C:18]([F:19])=[CH:17][CH:16]=[CH:15][C:11]=1[C:12](Cl)=[O:13]. Product: [Cl:8][C:3]1[C:2]([NH:1][C:12](=[O:13])[C:11]2[CH:15]=[CH:16][CH:17]=[C:18]([F:19])[C:10]=2[F:9])=[CH:7][CH:6]=[CH:5][N:4]=1. The catalyst class is: 17.